Dataset: Catalyst prediction with 721,799 reactions and 888 catalyst types from USPTO. Task: Predict which catalyst facilitates the given reaction. (1) The catalyst class is: 8. Reactant: F[C:2]1[C:3]([C:9]#[N:10])=[N:4][CH:5]=[C:6]([F:8])[CH:7]=1.O.[NH2:12][NH2:13]. Product: [F:8][C:6]1[CH:7]=[C:2]2[NH:13][N:12]=[C:9]([NH2:10])[C:3]2=[N:4][CH:5]=1. (2) The catalyst class is: 5. Reactant: [Cl:1][C:2]1[CH:7]=[CH:6][C:5]([S:8][C:9]2[CH:14]=[CH:13][CH:12]=[CH:11][C:10]=2[C:15]([CH3:28])=[CH:16][C:17]([N:19]([CH3:27])[CH:20]2[CH2:25][CH2:24][N:23]([CH3:26])[CH2:22][CH2:21]2)=[O:18])=[CH:4][CH:3]=1.Cl.C([O-])(O)=O.[Na+]. Product: [Cl:1][C:2]1[CH:7]=[CH:6][C:5]([S:8][C:9]2[CH:14]=[CH:13][CH:12]=[CH:11][C:10]=2[CH:15]([CH3:28])[CH2:16][C:17]([N:19]([CH3:27])[CH:20]2[CH2:21][CH2:22][N:23]([CH3:26])[CH2:24][CH2:25]2)=[O:18])=[CH:4][CH:3]=1. (3) Reactant: C([N:20]1[CH:24]=[C:23]([C:25]2[CH:40]=[CH:39][CH:38]=[CH:37][C:26]=2[O:27][CH2:28][CH2:29][C:30]2[CH:36]=[CH:35][C:33]([NH2:34])=[CH:32][CH:31]=2)[N:22]=[CH:21]1)(C1C=CC=CC=1)(C1C=CC=CC=1)C1C=CC=CC=1.Cl[C:42](Cl)([O:44]C(=O)OC(Cl)(Cl)Cl)Cl.C(N(CC)CC)C.[O:60]1[CH2:65][CH2:64][CH:63]([NH:66][OH:67])[CH2:62][CH2:61]1. Product: [NH:20]1[CH:24]=[C:23]([C:25]2[CH:40]=[CH:39][CH:38]=[CH:37][C:26]=2[O:27][CH2:28][CH2:29][C:30]2[CH:31]=[CH:32][C:33]([NH:34][C:42](=[O:44])[N:66]([OH:67])[CH:63]3[CH2:64][CH2:65][O:60][CH2:61][CH2:62]3)=[CH:35][CH:36]=2)[N:22]=[CH:21]1. The catalyst class is: 4. (4) Reactant: N[C:2]1[CH:3]=[CH:4][C:5]([C:8]2[N:12]([C:13]3[CH:14]=[N:15][CH:16]=[CH:17][CH:18]=3)[N:11]=[C:10]([C:19]([O:21][CH2:22][CH3:23])=[O:20])[CH:9]=2)=[N:6][CH:7]=1.[F:24][B-](F)(F)F.[H+].N(OCC)=O.C(OCC)C. Product: [F:24][C:2]1[CH:3]=[CH:4][C:5]([C:8]2[N:12]([C:13]3[CH:14]=[N:15][CH:16]=[CH:17][CH:18]=3)[N:11]=[C:10]([C:19]([O:21][CH2:22][CH3:23])=[O:20])[CH:9]=2)=[N:6][CH:7]=1. The catalyst class is: 8. (5) The catalyst class is: 7. Product: [OH:1][C:2]1[CH:7]=[CH:6][CH:5]=[CH:4][C:3]=1[C:8]1[N:12]=[C:11]([C:13]2[CH:18]=[CH:17][CH:16]=[CH:15][C:14]=2[OH:19])[N:10]([CH2:20][C:21]([NH:26][CH2:27][CH2:28][N:29]2[CH2:34][CH2:33][O:32][CH2:31][CH2:30]2)=[O:22])[N:9]=1. Reactant: [OH:1][C:2]1[CH:7]=[CH:6][CH:5]=[CH:4][C:3]=1[C:8]1[N:12]=[C:11]([C:13]2[CH:18]=[CH:17][CH:16]=[CH:15][C:14]=2[OH:19])[N:10]([CH2:20][C:21](OCC)=[O:22])[N:9]=1.[NH2:26][CH2:27][CH2:28][N:29]1[CH2:34][CH2:33][O:32][CH2:31][CH2:30]1. (6) Reactant: [Cl:1][C:2]1[CH:13]=[C:12]([F:14])[CH:11]=[CH:10][C:3]=1[CH2:4][CH:5]([C:8]#[N:9])[C:6]#[N:7].[H-].[Na+].Br[CH2:18][CH2:19][C:20]([F:23])([F:22])[F:21]. Product: [Cl:1][C:2]1[CH:13]=[C:12]([F:14])[CH:11]=[CH:10][C:3]=1[CH2:4][C:5]([CH2:18][CH2:19][C:20]([F:23])([F:22])[F:21])([C:6]#[N:7])[C:8]#[N:9]. The catalyst class is: 9. (7) Reactant: [CH:1]1([C:4]2[NH:8][C:7]3[CH:9]=[C:10]([C:16]4[C:17]([CH3:22])=[N:18][O:19][C:20]=4[CH3:21])[CH:11]=[C:12]([C:13]([OH:15])=O)[C:6]=3[N:5]=2)[CH2:3][CH2:2]1.CN([C:26]([O:30][N:31]1N=NC2C=CC=N[C:32]1=2)=[N+](C)C)C.F[P-](F)(F)(F)(F)F.Cl.C(N(CC)CC)C. Product: [CH:1]1([C:4]2[NH:8][C:7]3[CH:9]=[C:10]([C:16]4[C:17]([CH3:22])=[N:18][O:19][C:20]=4[CH3:21])[CH:11]=[C:12]([C:13]([N:31]([O:30][CH3:26])[CH3:32])=[O:15])[C:6]=3[N:5]=2)[CH2:2][CH2:3]1. The catalyst class is: 31. (8) Reactant: C(OC(=O)[NH:7][C:8]1[CH:13]=[CH:12][C:11]([C:14]2[CH:19]=[CH:18][CH:17]=[CH:16][CH:15]=2)=[CH:10][C:9]=1[NH:20][C:21](=[O:30])[CH2:22][C:23](=O)[C:24]1[CH:28]=[CH:27][S:26][CH:25]=1)(C)(C)C.C(O)(C(F)(F)F)=O. Product: [C:14]1([C:11]2[CH:12]=[CH:13][C:8]3[N:7]=[C:23]([C:24]4[CH:28]=[CH:27][S:26][CH:25]=4)[CH2:22][C:21](=[O:30])[NH:20][C:9]=3[CH:10]=2)[CH:19]=[CH:18][CH:17]=[CH:16][CH:15]=1. The catalyst class is: 2.